From a dataset of Reaction yield outcomes from USPTO patents with 853,638 reactions. Predict the reaction yield, written as a fraction of the theoretical maximum amount of product (1.0 means a 100% yield; for example, 0.34 means a 34% yield). The reactants are O1C=C(CN)N=C1.[S:8]1[C:12]([CH2:13][NH2:14])=[CH:11][N:10]=[CH:9]1.[F:15][C:16]1[CH:37]=[CH:36][C:19]([CH2:20][N:21]2[CH2:25][CH2:24][N:23]([C:26]3[CH:27]=[C:28]([CH:32]=[CH:33][N:34]=3)[C:29](O)=[O:30])[C:22]2=[O:35])=[CH:18][CH:17]=1. No catalyst specified. The product is [F:15][C:16]1[CH:17]=[CH:18][C:19]([CH2:20][N:21]2[CH2:25][CH2:24][N:23]([C:26]3[CH:27]=[C:28]([CH:32]=[CH:33][N:34]=3)[C:29]([NH:14][CH2:13][C:12]3[S:8][CH:9]=[N:10][CH:11]=3)=[O:30])[C:22]2=[O:35])=[CH:36][CH:37]=1. The yield is 0.430.